From a dataset of Catalyst prediction with 721,799 reactions and 888 catalyst types from USPTO. Predict which catalyst facilitates the given reaction. (1) Reactant: [CH2:1]([OH:13])[CH2:2][O:3][CH2:4][CH2:5][O:6][CH2:7][CH2:8][O:9][CH2:10][CH2:11][OH:12].[CH3:14]C(C)([O-])C.[K+].CO[CH2:22][CH2:23][O:24][CH2:25][CH2:26][O:27][CH2:28][CH2:29][OH:30]. Product: [CH3:14][O:12][CH2:11][CH2:10][O:9][CH2:8][CH2:7][O:6][CH2:5][CH2:4][O:3][CH2:2][CH2:1][O:13][CH2:22][CH2:23][O:24][CH2:25][CH2:26][O:27][CH2:28][CH2:29][OH:30]. The catalyst class is: 1. (2) Reactant: [C:1]([C:5]1[O:6][C:7](=[O:20])[CH:8]=[C:9]2[C:13]3[CH:14]=[C:15]([O:18][CH3:19])[CH:16]=[CH:17][C:12]=3[O:11][C:10]=12)([CH3:4])([CH3:3])[CH3:2].Cl.[CH2:22]([NH:24][CH2:25][CH2:26][C:27]([CH3:30])([CH3:29])[CH3:28])[CH3:23].CCN(C(C)C)C(C)C. Product: [CH3:28][C:27]([CH3:30])([CH3:29])[CH2:26][CH2:25][N:24]([CH2:22][CH3:23])[C:7](=[O:20])[CH2:8][C:9]1[C:13]2[CH:14]=[C:15]([O:18][CH3:19])[CH:16]=[CH:17][C:12]=2[O:11][C:10]=1[C:5](=[O:6])[C:1]([CH3:2])([CH3:3])[CH3:4]. The catalyst class is: 3. (3) The catalyst class is: 4. Reactant: [F:1][C:2]1[CH:7]=[CH:6][C:5]2[O:8][CH2:9][C:10]3[C:11](=[N:12][N:13]([CH3:18])[C:14]=3[C:15]([OH:17])=O)[C:4]=2[CH:3]=1.C(Cl)(=O)C(Cl)=O.N1C=CC=CC=1.[Cl:31][C:32]1[CH:33]=[C:34]([CH:36]=[CH:37][CH:38]=1)[NH2:35]. Product: [Cl:31][C:32]1[CH:33]=[C:34]([NH:35][C:15]([C:14]2[N:13]([CH3:18])[N:12]=[C:11]3[C:4]4[CH:3]=[C:2]([F:1])[CH:7]=[CH:6][C:5]=4[O:8][CH2:9][C:10]=23)=[O:17])[CH:36]=[CH:37][CH:38]=1.